This data is from Reaction yield outcomes from USPTO patents with 853,638 reactions. The task is: Predict the reaction yield, written as a fraction of the theoretical maximum amount of product (1.0 means a 100% yield; for example, 0.34 means a 34% yield). (1) The reactants are [C:1]([O:5][C:6]([NH:8][C@H:9]([C:13]1[CH:18]=[CH:17][CH:16]=[CH:15][CH:14]=1)[C:10]([OH:12])=[O:11])=[O:7])([CH3:4])([CH3:3])[CH3:2].[N:19]12[CH2:26][CH2:25][CH:22]([CH2:23][CH2:24]1)[C@@H:21](O)[CH2:20]2.N1(O)C2C=CC=CC=2N=N1.C1CCC(N=C=NC2CCCCC2)CC1. No catalyst specified. The product is [C:1]([O:5][C:6]([NH:8][C@H:9]([C:13]1[CH:18]=[CH:17][CH:16]=[CH:15][CH:14]=1)[C:10]([O:12][C@@H:21]1[CH:22]2[CH2:25][CH2:26][N:19]([CH2:24][CH2:23]2)[CH2:20]1)=[O:11])=[O:7])([CH3:4])([CH3:2])[CH3:3]. The yield is 0.430. (2) The reactants are [NH2:1][C:2]1[CH:7]=[CH:6][CH:5]=[CH:4][C:3]=1[C:8]1[CH:13]=[CH:12][CH:11]=[CH:10][C:9]=1[CH3:14].C(N(CC)CC)C.Cl[C:23]([O:25][CH2:26][CH3:27])=[O:24]. The catalyst is C1(C)C=CC=CC=1. The product is [CH2:26]([O:25][C:23]([NH:1][C:2]1[CH:7]=[CH:6][CH:5]=[CH:4][C:3]=1[C:8]1[CH:13]=[CH:12][CH:11]=[CH:10][C:9]=1[CH3:14])=[O:24])[CH3:27]. The yield is 0.460.